From a dataset of Reaction yield outcomes from USPTO patents with 853,638 reactions. Predict the reaction yield, written as a fraction of the theoretical maximum amount of product (1.0 means a 100% yield; for example, 0.34 means a 34% yield). The reactants are [CH3:1][C:2]1[O:3][CH:4]=[CH:5][C:6]=1[CH2:7][NH2:8].CC1[O:11]C=CC=1C(OC)=O.C[O-].[Na+]. The catalyst is C(N)=O. The product is [CH3:1][C:2]1[O:3][CH:4]=[CH:5][C:6]=1[C:7]([NH2:8])=[O:11]. The yield is 0.830.